Dataset: CYP2C9 inhibition data for predicting drug metabolism from PubChem BioAssay. Task: Regression/Classification. Given a drug SMILES string, predict its absorption, distribution, metabolism, or excretion properties. Task type varies by dataset: regression for continuous measurements (e.g., permeability, clearance, half-life) or binary classification for categorical outcomes (e.g., BBB penetration, CYP inhibition). Dataset: cyp2c9_veith. (1) The molecule is Cc1ccccc1NC(=O)c1cnc(Nc2nc3ccccc3s2)nc1C. The result is 0 (non-inhibitor). (2) The molecule is COc1cccc(Cn2c(=O)c(-c3ccc(F)c(F)c3)nc3cncnc32)c1. The result is 1 (inhibitor). (3) The drug is c1ccc(-c2ccccn2)nc1. The result is 0 (non-inhibitor). (4) The molecule is CCOc1cc(NC(=S)Nc2ccccc2)c(OCC)cc1NC(=O)c1ccc(OC)cc1. The result is 1 (inhibitor).